This data is from Reaction yield outcomes from USPTO patents with 853,638 reactions. The task is: Predict the reaction yield, written as a fraction of the theoretical maximum amount of product (1.0 means a 100% yield; for example, 0.34 means a 34% yield). (1) The reactants are C[Si](C)(C)[C:3]1[C:8]([CH2:9][CH2:10][CH:11]=[O:12])=[CH:7][N:6]=[C:5]2[O:13][CH2:14][CH2:15][C:4]=12. The catalyst is CCCC[N+](CCCC)(CCCC)CCCC.C1C=CC([Si-](F)(F)(C2C=CC=CC=2)C2C=CC=CC=2)=CC=1.COCCOC.[Cl-].[NH4+]. The product is [CH2:15]1[C:4]2[C:5](=[N:6][CH:7]=[C:8]3[CH2:9][CH2:10][CH:11]([OH:12])[C:3]3=2)[O:13][CH2:14]1. The yield is 0.710. (2) The reactants are [CH:1]1([C:4]([NH:6][C:7]2[N:8]=[C:9]3[CH:14]=[CH:13][C:12]([O:15][C:16]4[CH:17]=[CH:18][C:19]([F:32])=[C:20]([NH:22][C:23]([C:25]5[N:29]([CH3:30])[N:28]=[C:27]([CH3:31])[CH:26]=5)=[O:24])[CH:21]=4)=[N:11][N:10]3[CH:33]=2)=[O:5])[CH2:3][CH2:2]1.O.[C:35]1([S:41]([OH:44])(=[O:43])=[O:42])[CH:40]=[CH:39][CH:38]=[CH:37][CH:36]=1. The catalyst is C(O)C. The product is [C:35]1([S:41]([OH:44])(=[O:43])=[O:42])[CH:40]=[CH:39][CH:38]=[CH:37][CH:36]=1.[CH:1]1([C:4]([NH:6][C:7]2[N:8]=[C:9]3[CH:14]=[CH:13][C:12]([O:15][C:16]4[CH:17]=[CH:18][C:19]([F:32])=[C:20]([NH:22][C:23]([C:25]5[N:29]([CH3:30])[N:28]=[C:27]([CH3:31])[CH:26]=5)=[O:24])[CH:21]=4)=[N:11][N:10]3[CH:33]=2)=[O:5])[CH2:3][CH2:2]1. The yield is 0.860.